This data is from Forward reaction prediction with 1.9M reactions from USPTO patents (1976-2016). The task is: Predict the product of the given reaction. (1) Given the reactants Cl.O.[OH:3][C:4]12[C:15]3[C:10](=[C:11]([N+:16]([O-])=O)[CH:12]=[CH:13][CH:14]=3)[C:9](=[O:19])[C:8]1([NH:20][C:21]([C:23]1[S:27][C:26]3[CH:28]=[CH:29][CH:30]=[CH:31][C:25]=3[C:24]=1[CH3:32])=[O:22])[C:7]1[CH:33]=[CH:34][C:35]([CH:37]([CH3:39])[CH3:38])=[CH:36][C:6]=1[O:5]2, predict the reaction product. The product is: [NH2:16][C:11]1[CH:12]=[CH:13][CH:14]=[C:15]2[C:10]=1[C:9](=[O:19])[C:8]1([NH:20][C:21]([C:23]3[S:27][C:26]4[CH:28]=[CH:29][CH:30]=[CH:31][C:25]=4[C:24]=3[CH3:32])=[O:22])[C:7]3[CH:33]=[CH:34][C:35]([CH:37]([CH3:39])[CH3:38])=[CH:36][C:6]=3[O:5][C:4]12[OH:3]. (2) Given the reactants C(=O)([O-])[O-].[Cs+].[Cs+].[OH:7][C:8]1[CH:9]=[C:10]([CH:21]=[C:22]([O:24][CH:25]([CH3:27])[CH3:26])[CH:23]=1)[C:11]([NH:13][C:14]1[CH:19]=[N:18][C:17]([CH3:20])=[CH:16][N:15]=1)=[O:12].[N:28]1([C:32]([C:34]2[CH:39]=[CH:38][C:37](Br)=[CH:36][N:35]=2)=[O:33])[CH2:31][CH2:30][CH2:29]1, predict the reaction product. The product is: [N:28]1([C:32]([C:34]2[N:35]=[CH:36][C:37]([O:7][C:8]3[CH:9]=[C:10]([CH:21]=[C:22]([O:24][CH:25]([CH3:27])[CH3:26])[CH:23]=3)[C:11]([NH:13][C:14]3[CH:19]=[N:18][C:17]([CH3:20])=[CH:16][N:15]=3)=[O:12])=[CH:38][CH:39]=2)=[O:33])[CH2:31][CH2:30][CH2:29]1. (3) Given the reactants [Cl:1][C:2]1[CH:10]=[C:9]2[C:5]([C:6]([C:11]([N:13]3[CH2:18][CH2:17][C:16]4([C:22]5[CH:23]=[CH:24][C:25]([F:27])=[CH:26][C:21]=5[C:20](=[O:28])[O:19]4)[CH2:15][CH2:14]3)=[O:12])=[CH:7][NH:8]2)=[CH:4][CH:3]=1.Cl[CH2:30][C:31]([C:33]1[CH:38]=[CH:37][CH:36]=[C:35]([F:39])[CH:34]=1)=[O:32], predict the reaction product. The product is: [Cl:1][C:2]1[CH:10]=[C:9]2[C:5]([C:6]([C:11]([N:13]3[CH2:18][CH2:17][C:16]4([C:22]5[CH:23]=[CH:24][C:25]([F:27])=[CH:26][C:21]=5[C:20](=[O:28])[O:19]4)[CH2:15][CH2:14]3)=[O:12])=[CH:7][N:8]2[CH2:30][C:31]([C:33]2[CH:38]=[CH:37][CH:36]=[C:35]([F:39])[CH:34]=2)=[O:32])=[CH:4][CH:3]=1.